This data is from Forward reaction prediction with 1.9M reactions from USPTO patents (1976-2016). The task is: Predict the product of the given reaction. (1) Given the reactants [CH3:1][O:2][C:3]([C:5]1[CH:6]=[C:7]2[CH:13]=[CH:12][N:11]([Si](C(C)C)(C(C)C)C(C)C)[C:8]2=[N:9][CH:10]=1)=[O:4].[F-].C([N+](CCCC)(CCCC)CCCC)CCC, predict the reaction product. The product is: [CH3:1][O:2][C:3]([C:5]1[CH:6]=[C:7]2[CH:13]=[CH:12][NH:11][C:8]2=[N:9][CH:10]=1)=[O:4]. (2) Given the reactants O.[CH3:2][CH2:3][CH2:4][CH2:5][CH2:6][CH2:7][CH2:8][CH2:9]/[CH:10]=[CH:11]\[CH2:12][CH2:13][CH2:14][CH2:15][CH2:16][CH2:17][CH2:18][C:19]([O:21][CH2:22][CH:23]([OH:26])[CH2:24][OH:25])=[O:20], predict the reaction product. The product is: [CH3:2][CH2:3][CH2:4][CH2:5][CH2:6][CH2:7][CH2:8][CH2:9]/[CH:10]=[CH:11]\[CH2:12][CH2:13][CH2:14][CH2:15][CH2:16][CH2:17][CH2:18][C:19]([O:21][CH2:22][CH:23]([OH:26])[CH2:24][OH:25])=[O:20].[CH2:19]([OH:20])[CH3:18]. (3) Given the reactants [Cl:1][C:2]1[CH:3]=[CH:4][C:5]2[O:11][CH2:10][CH2:9][N:8]=[C:7]([C:12]3[CH:17]=[CH:16][CH:15]=[CH:14][CH:13]=3)[C:6]=2[CH:18]=1.[CH2:19]([O:26][CH2:27][C:28](O)=[O:29])[C:20]1[CH:25]=[CH:24][CH:23]=[CH:22][CH:21]=1.C(N(CC)CC)C.C([O-])(O)=O.[Na+], predict the reaction product. The product is: [CH2:19]([O:26][C@H:27]1[C@:7]2([C:12]3[CH:17]=[CH:16][CH:15]=[CH:14][CH:13]=3)[C:6]3[CH:18]=[C:2]([Cl:1])[CH:3]=[CH:4][C:5]=3[O:11][CH2:10][CH2:9][N:8]2[C:28]1=[O:29])[C:20]1[CH:25]=[CH:24][CH:23]=[CH:22][CH:21]=1. (4) The product is: [OH:26][NH:28][C:19]([C:17]1[CH:16]=[CH:15][C:13]2[CH2:14][N:8]([CH2:7][C:6]3[CH:24]=[CH:25][C:3]([O:2][CH3:1])=[CH:4][CH:5]=3)[CH2:9][C@H:10]([CH3:23])[O:11][C:12]=2[CH:18]=1)=[O:20]. Given the reactants [CH3:1][O:2][C:3]1[CH:25]=[CH:24][C:6]([CH2:7][N:8]2[CH2:14][C:13]3[CH:15]=[CH:16][C:17]([C:19](OC)=[O:20])=[CH:18][C:12]=3[O:11][C@@H:10]([CH3:23])[CH2:9]2)=[CH:5][CH:4]=1.[OH-:26].[Na+].[NH2:28]O, predict the reaction product. (5) Given the reactants C(OC[N:9]1[C:13]2[N:14]=[N:15][CH:16]=[C:17]([C:18]3[CH:19]=[N:20][N:21]([CH:23]([CH2:27][CH:28]4[CH2:32][CH2:31][CH2:30][CH2:29]4)[CH2:24][C:25]#[N:26])[CH:22]=3)[C:12]=2[CH:11]=[CH:10]1)(=O)C(C)(C)C.[OH-].[Na+], predict the reaction product. The product is: [N:14]1[C:13]2[NH:9][CH:10]=[CH:11][C:12]=2[C:17]([C:18]2[CH:19]=[N:20][N:21]([CH:23]([CH2:27][CH:28]3[CH2:29][CH2:30][CH2:31][CH2:32]3)[CH2:24][C:25]#[N:26])[CH:22]=2)=[CH:16][N:15]=1. (6) Given the reactants N1C2C(=CC=C([C@H]3[C@@]4(C5C(=CC=CC=5)NC4=O)C3)C=2)C=N1.C([N:29]1[C:37]2[C:32](=[CH:33][CH:34]=[C:35]([C@H:38]3[C@@:40]4([C:48]5[C:43](=[CH:44][CH:45]=[CH:46][CH:47]=5)[N:42]([CH3:49])[C:41]4=[O:50])[CH2:39]3)[CH:36]=2)[CH:31]=[N:30]1)C1C=CC=CC=1, predict the reaction product. The product is: [NH:29]1[C:37]2[C:32](=[CH:33][CH:34]=[C:35]([C@H:38]3[C@@:40]4([C:48]5[C:43](=[CH:44][CH:45]=[CH:46][CH:47]=5)[N:42]([CH3:49])[C:41]4=[O:50])[CH2:39]3)[CH:36]=2)[CH:31]=[N:30]1. (7) The product is: [F:15][C:16]1[CH:24]=[CH:23][C:19]([C:20]([NH:14][CH2:13][C@H:10]2[CH2:11][CH2:12][C@@H:7]([C:1]3[CH:6]=[CH:5][CH:4]=[CH:3][CH:2]=3)[CH2:8][CH2:9]2)=[O:21])=[CH:18][CH:17]=1. Given the reactants [C:1]1([C@@H:7]2[CH2:12][CH2:11][C@H:10]([CH2:13][NH2:14])[CH2:9][CH2:8]2)[CH:6]=[CH:5][CH:4]=[CH:3][CH:2]=1.[F:15][C:16]1[CH:24]=[CH:23][C:19]([C:20](Cl)=[O:21])=[CH:18][CH:17]=1.CCN(CC)CC, predict the reaction product.